This data is from Forward reaction prediction with 1.9M reactions from USPTO patents (1976-2016). The task is: Predict the product of the given reaction. (1) Given the reactants [H-].[Na+].[CH3:3][S:4]([NH2:7])(=[O:6])=[O:5].[CH2:8]([C:10]1[N:14]([C:15]2[CH:16]=[C:17]([CH:21]3[C:30]([CH3:32])([CH3:31])[CH2:29][C:28]4[C:23](=[CH:24][CH:25]=[C:26]([C:33](O)=[O:34])[CH:27]=4)[NH:22]3)[CH:18]=[CH:19][CH:20]=2)[N:13]=[N:12][N:11]=1)[CH3:9].C(N1C=CN=C1)(N1C=CN=C1)=O, predict the reaction product. The product is: [CH2:8]([C:10]1[N:14]([C:15]2[CH:16]=[C:17]([CH:21]3[C:30]([CH3:31])([CH3:32])[CH2:29][C:28]4[C:23](=[CH:24][CH:25]=[C:26]([C:33]([NH:7][S:4]([CH3:3])(=[O:6])=[O:5])=[O:34])[CH:27]=4)[NH:22]3)[CH:18]=[CH:19][CH:20]=2)[N:13]=[N:12][N:11]=1)[CH3:9]. (2) Given the reactants NC1C=CC([C:8]2[C:13]([S:14]([NH2:17])(=[O:16])=[O:15])=[CH:12][CH:11]=[C:10]([NH2:18])[CH:9]=2)=CC=1.[N+:19]([C:22]1[CH:23]=[C:24]([N:28]=[C:29]=[O:30])[CH:25]=[CH:26][CH:27]=1)([O-:21])=[O:20].[K+].[Br-].NC(N)=O, predict the reaction product. The product is: [CH:26]1[CH:27]=[C:22]([N+:19]([O-:21])=[O:20])[CH:23]=[C:24]([NH:28][C:29]([NH:18][C:10]2[CH:11]=[CH:12][C:13]([S:14]([NH2:17])(=[O:15])=[O:16])=[CH:8][CH:9]=2)=[O:30])[CH:25]=1. (3) Given the reactants [CH3:1][Mg]Br.[CH3:4][N:5]([CH3:29])[S:6]([N:9]1[CH:13]=[CH:12][C:11]([C:14]([C:22]2[CH:27]=[CH:26][CH:25]=[C:24]([Cl:28])[CH:23]=2)=[N:15][S:16]([C:18]([CH3:21])([CH3:20])[CH3:19])=[O:17])=[N:10]1)(=[O:8])=[O:7], predict the reaction product. The product is: [CH3:29][N:5]([CH3:4])[S:6]([N:9]1[CH:13]=[CH:12][C:11]([C:14]([C:22]2[CH:27]=[CH:26][CH:25]=[C:24]([Cl:28])[CH:23]=2)([NH:15][S:16]([C:18]([CH3:21])([CH3:20])[CH3:19])=[O:17])[CH3:1])=[N:10]1)(=[O:8])=[O:7]. (4) Given the reactants [NH2:1][C:2]1[C:14]([Cl:15])=[CH:13][C:5]([C:6]([N:8]([CH2:10][CH2:11]O)[CH3:9])=[O:7])=[C:4]([OH:16])[CH:3]=1.C1(P(C2C=CC=CC=2)C2C=CC=CC=2)C=CC=CC=1.CCOC(/N=N/C(OCC)=O)=O, predict the reaction product. The product is: [NH2:1][C:2]1[C:14]([Cl:15])=[CH:13][C:5]2[C:6](=[O:7])[N:8]([CH3:9])[CH2:10][CH2:11][O:16][C:4]=2[CH:3]=1. (5) The product is: [N:9]1[CH:14]=[CH:13][CH:12]=[C:11](/[CH:15]=[CH:16]/[CH2:17][OH:18])[CH:10]=1. Given the reactants ClC(OCC(C)C)=O.[N:9]1[CH:14]=[CH:13][CH:12]=[C:11](/[CH:15]=[CH:16]/[C:17](O)=[O:18])[CH:10]=1.CN1CCOCC1.[BH4-].[Na+], predict the reaction product. (6) Given the reactants FC(F)(F)C(O)=O.[C:8]1([C:14]2[CH:15]=[C:16]([C:20]([NH:22][C:23]3[CH:35]=[C:34]([C:36]4[CH:41]=[CH:40][CH:39]=[CH:38][N:37]=4)[CH:33]=[CH:32][C:24]=3[C:25]([O:27]C(C)(C)C)=[O:26])=[O:21])[CH:17]=[N:18][CH:19]=2)[CH:13]=[CH:12][CH:11]=[CH:10][CH:9]=1, predict the reaction product. The product is: [C:8]1([C:14]2[CH:15]=[C:16]([C:20]([NH:22][C:23]3[CH:35]=[C:34]([C:36]4[CH:41]=[CH:40][CH:39]=[CH:38][N:37]=4)[CH:33]=[CH:32][C:24]=3[C:25]([OH:27])=[O:26])=[O:21])[CH:17]=[N:18][CH:19]=2)[CH:9]=[CH:10][CH:11]=[CH:12][CH:13]=1. (7) Given the reactants [C:1]([C:5]1[S:6][C:7]([C:23]2[CH:28]=[CH:27][N:26]=[C:25](S(C)(=O)=O)[N:24]=2)=[C:8]([C:10]2[C:11]([Cl:22])=[C:12]([NH:17][S:18]([CH3:21])(=[O:20])=[O:19])[CH:13]=[C:14]([F:16])[CH:15]=2)[N:9]=1)([CH3:4])([CH3:3])[CH3:2].[NH2:33][CH2:34][C@@H:35]([NH:37][C:38](=[O:44])[O:39][C:40]([CH3:43])([CH3:42])[CH3:41])[CH3:36], predict the reaction product. The product is: [C:1]([C:5]1[S:6][C:7]([C:23]2[CH:28]=[CH:27][N:26]=[C:25]([NH:33][CH2:34][C@@H:35]([NH:37][C:38](=[O:44])[O:39][C:40]([CH3:43])([CH3:42])[CH3:41])[CH3:36])[N:24]=2)=[C:8]([C:10]2[CH:15]=[C:14]([F:16])[CH:13]=[C:12]([NH:17][S:18]([CH3:21])(=[O:20])=[O:19])[C:11]=2[Cl:22])[N:9]=1)([CH3:2])([CH3:3])[CH3:4]. (8) Given the reactants F[C:2]1[CH:3]=[C:4]([N+:8]([O-:10])=[O:9])[CH:5]=[CH:6][CH:7]=1.[NH2:11][CH2:12][CH2:13][N:14]1[CH2:19][CH2:18][O:17][CH2:16][CH2:15]1.O, predict the reaction product. The product is: [N:14]1([CH2:13][CH2:12][NH:11][C:2]2[CH:7]=[CH:6][CH:5]=[C:4]([N+:8]([O-:10])=[O:9])[CH:3]=2)[CH2:19][CH2:18][O:17][CH2:16][CH2:15]1. (9) Given the reactants C(=O)([O-])[O-].[Cs+].[Cs+].[F:7][C:8]1[CH:9]=[C:10]([N:14]2[C@@:18]3([CH2:23][CH2:22][NH:21][C@@H:20]([CH3:24])[CH2:19]3)[CH:17]=[CH:16][S:15]2(=[O:26])=[O:25])[CH:11]=[CH:12][CH:13]=1.[CH2:27]([O:34][C:35]1[C:36]([O:43][CH:44]([CH3:46])[CH3:45])=[CH:37][C:38]([CH2:41]Br)=[N:39][CH:40]=1)[C:28]1[CH:33]=[CH:32][CH:31]=[CH:30][CH:29]=1, predict the reaction product. The product is: [CH2:27]([O:34][C:35]1[C:36]([O:43][CH:44]([CH3:46])[CH3:45])=[CH:37][C:38]([CH2:41][N:21]2[CH2:22][CH2:23][C@@:18]3([N:14]([C:10]4[CH:11]=[CH:12][CH:13]=[C:8]([F:7])[CH:9]=4)[S:15](=[O:26])(=[O:25])[CH:16]=[CH:17]3)[CH2:19][C@@H:20]2[CH3:24])=[N:39][CH:40]=1)[C:28]1[CH:29]=[CH:30][CH:31]=[CH:32][CH:33]=1. (10) Given the reactants [CH2:1]([O:8][C:9]1[CH:17]=[CH:16][C:12]([C:13](O)=[O:14])=[C:11]([Cl:18])[CH:10]=1)[C:2]1[CH:7]=[CH:6][CH:5]=[CH:4][CH:3]=1.Cl.O, predict the reaction product. The product is: [CH2:1]([O:8][C:9]1[CH:17]=[CH:16][C:12]([CH2:13][OH:14])=[C:11]([Cl:18])[CH:10]=1)[C:2]1[CH:3]=[CH:4][CH:5]=[CH:6][CH:7]=1.